This data is from Reaction yield outcomes from USPTO patents with 853,638 reactions. The task is: Predict the reaction yield, written as a fraction of the theoretical maximum amount of product (1.0 means a 100% yield; for example, 0.34 means a 34% yield). (1) The reactants are [CH:1]([O:8][CH2:9][CH3:10])([O:5]CC)OCC.C(OC(=O)C)(=O)C.C([O:20][C:21](=O)[CH:22]([CH3:31])[C:23](=[O:30])[CH2:24][C:25](OCC)=O)C.[CH3:33][NH2:34]. The catalyst is C(OCC)C.O. The product is [CH2:9]([O:8][C:1]([C:24]1[C:23]([OH:30])=[C:22]([CH3:31])[C:21](=[O:20])[N:34]([CH3:33])[CH:25]=1)=[O:5])[CH3:10]. The yield is 0.550. (2) The reactants are [NH2:1][C:2]1[N:6]([CH3:7])[C:5](=[O:8])[C:4]([C:21]2[CH:26]=[CH:25][C:24]([F:27])=[C:23](Br)[CH:22]=2)([C:9]2[CH:14]=[CH:13][CH:12]=[C:11]([S:15]([F:20])([F:19])([F:18])([F:17])[F:16])[CH:10]=2)[N:3]=1.CC1(C)C(C)(C)OB([C:37]2[CH:38]=[N:39][CH:40]=[C:41]([CH:44]=2)[C:42]#[N:43])O1. No catalyst specified. The product is [NH2:1][C:2]1[N:6]([CH3:7])[C:5](=[O:8])[C:4]([C:21]2[CH:26]=[CH:25][C:24]([F:27])=[C:23]([C:37]3[CH:38]=[N:39][CH:40]=[C:41]([CH:44]=3)[C:42]#[N:43])[CH:22]=2)([C:9]2[CH:14]=[CH:13][CH:12]=[C:11]([S:15]([F:20])([F:19])([F:18])([F:17])[F:16])[CH:10]=2)[N:3]=1. The yield is 0.310. (3) The reactants are [Cl:1][C:2]1[C:3]2[C:4]3[C:5](=[N:13][N:14](C(C4C=CC=CC=4)(C4C=CC=CC=4)C4C=CC=CC=4)[CH:15]=3)[C:6](=[O:12])[NH:7][C:8]=2[N:9]=[CH:10][CH:11]=1.Cl.O1CCOCC1. The catalyst is CC(C)=O. The product is [Cl:1][C:2]1[C:3]2[C:4]3[C:5](=[N:13][NH:14][CH:15]=3)[C:6](=[O:12])[NH:7][C:8]=2[N:9]=[CH:10][CH:11]=1. The yield is 1.00.